This data is from Reaction yield outcomes from USPTO patents with 853,638 reactions. The task is: Predict the reaction yield, written as a fraction of the theoretical maximum amount of product (1.0 means a 100% yield; for example, 0.34 means a 34% yield). The reactants are [CH3:1][O:2][C:3]1[CH:26]=[C:25]([O:27][CH3:28])[CH:24]=[CH:23][C:4]=1[CH2:5][N:6]1[C:18](=[O:19])[C:17]2[C:16]([OH:20])=[C:15]3[C:10]([CH:11]=[CH:12][CH:13]=[N:14]3)=[C:9]([OH:21])[C:8]=2[C:7]1=[O:22].[OH-].[Na+].[CH2:31]([O:33][C:34](Cl)=[O:35])[CH3:32].[C:37]1([CH:43]([C:46]2[CH:51]=[CH:50][CH:49]=[CH:48][CH:47]=2)[N+]#N)[CH:42]=[CH:41][CH:40]=[CH:39][CH:38]=1. The catalyst is O1CCOCC1.ClCCl.O. The product is [CH2:31]([O:33][C:34](=[O:35])[O:21][C:9]1[C:8]2[C:7](=[O:22])[N:6]([CH2:5][C:4]3[CH:23]=[CH:24][C:25]([O:27][CH3:28])=[CH:26][C:3]=3[O:2][CH3:1])[C:18](=[O:19])[C:17]=2[C:16]([O:20][CH:43]([C:37]2[CH:42]=[CH:41][CH:40]=[CH:39][CH:38]=2)[C:46]2[CH:51]=[CH:50][CH:49]=[CH:48][CH:47]=2)=[C:15]2[C:10]=1[CH:11]=[CH:12][CH:13]=[N:14]2)[CH3:32]. The yield is 0.660.